Dataset: Full USPTO retrosynthesis dataset with 1.9M reactions from patents (1976-2016). Task: Predict the reactants needed to synthesize the given product. Given the product [CH2:16]([N:9]1[C:10]2=[N:11][CH:12]=[CH:13][CH:14]=[C:15]2[C:7]([C:5]2[CH:4]=[CH:3][N:32]=[C:30]([NH:29][C:25]3[CH:26]=[CH:27][CH:28]=[C:23]([N+:20]([O-:22])=[O:21])[CH:24]=3)[N:31]=2)=[CH:8]1)[CH3:17], predict the reactants needed to synthesize it. The reactants are: CN(C)/[CH:3]=[CH:4]/[C:5]([C:7]1[C:15]2[C:10](=[N:11][CH:12]=[CH:13][CH:14]=2)[N:9]([CH2:16][CH3:17])[CH:8]=1)=O.Cl.[N+:20]([C:23]1[CH:24]=[C:25]([NH:29][C:30]([NH2:32])=[NH:31])[CH:26]=[CH:27][CH:28]=1)([O-:22])=[O:21].